This data is from Full USPTO retrosynthesis dataset with 1.9M reactions from patents (1976-2016). The task is: Predict the reactants needed to synthesize the given product. (1) Given the product [CH2:29]([N:31]([CH2:37][CH3:38])[CH:32]1[CH2:36][CH2:35][N:34]([CH2:2][C:3]2[N:4]([CH3:28])[C:5]3[C:10]([N:11]=2)=[C:9]([N:12]2[CH2:17][CH2:16][O:15][CH2:14][CH2:13]2)[N:8]=[C:7]([N:18]2[C:22]4[CH:23]=[CH:24][CH:25]=[CH:26][C:21]=4[N:20]=[C:19]2[CH3:27])[N:6]=3)[CH2:33]1)[CH3:30], predict the reactants needed to synthesize it. The reactants are: Br[CH2:2][C:3]1[N:4]([CH3:28])[C:5]2[C:10]([N:11]=1)=[C:9]([N:12]1[CH2:17][CH2:16][O:15][CH2:14][CH2:13]1)[N:8]=[C:7]([N:18]1[C:22]3[CH:23]=[CH:24][CH:25]=[CH:26][C:21]=3[N:20]=[C:19]1[CH3:27])[N:6]=2.[CH2:29]([N:31]([CH2:37][CH3:38])[CH:32]1[CH2:36][CH2:35][NH:34][CH2:33]1)[CH3:30]. (2) Given the product [C:1]([O:4][C:5]1[C:6]([CH3:17])=[C:7]2[C:8](=[C:9]([CH3:12])[C:10]=1[CH3:11])[O:13][C:18]1([CH2:21][CH2:20][CH2:19]1)[CH2:15][C:14]2=[O:16])(=[O:3])[CH3:2], predict the reactants needed to synthesize it. The reactants are: [C:1]([O:4][C:5]1[C:10]([CH3:11])=[C:9]([CH3:12])[C:8]([OH:13])=[C:7]([C:14](=[O:16])[CH3:15])[C:6]=1[CH3:17])(=[O:3])[CH3:2].[C:18]1(=O)[CH2:21][CH2:20][CH2:19]1. (3) Given the product [Cl:10][C:4]1[CH:3]=[C:2]([B:11]2[O:15][C:14]([CH3:17])([CH3:16])[C:13]([CH3:19])([CH3:18])[O:12]2)[C:7]([Cl:8])=[CH:6][C:5]=1[OH:9], predict the reactants needed to synthesize it. The reactants are: Br[C:2]1[C:7]([Cl:8])=[CH:6][C:5]([OH:9])=[C:4]([Cl:10])[CH:3]=1.[B:11]1([B:11]2[O:15][C:14]([CH3:17])([CH3:16])[C:13]([CH3:19])([CH3:18])[O:12]2)[O:15][C:14]([CH3:17])([CH3:16])[C:13]([CH3:19])([CH3:18])[O:12]1. (4) Given the product [CH3:7][C:5]1[N:6]=[C:2]([N:16]2[CH2:21][CH2:20][NH:19][CH2:18][CH2:17]2)[S:3][C:4]=1[C:8]#[N:9], predict the reactants needed to synthesize it. The reactants are: Br[C:2]1[S:3][C:4]([C:8]#[N:9])=[C:5]([CH3:7])[N:6]=1.C(=O)([O-])[O-].[K+].[K+].[NH:16]1[CH2:21][CH2:20][NH:19][CH2:18][CH2:17]1. (5) Given the product [NH2:6][C:5]1[CH:7]=[C:8]([C:9]([F:12])([F:11])[F:10])[C:2]([C:23]2[CH:22]=[CH:21][CH:20]=[C:19]([NH:18][S:15]([CH3:14])(=[O:16])=[O:17])[CH:24]=2)=[C:3]([Cl:13])[CH:4]=1, predict the reactants needed to synthesize it. The reactants are: Br[C:2]1[C:8]([C:9]([F:12])([F:11])[F:10])=[CH:7][C:5]([NH2:6])=[CH:4][C:3]=1[Cl:13].[CH3:14][S:15]([NH:18][C:19]1[CH:20]=[C:21](B(O)O)[CH:22]=[CH:23][CH:24]=1)(=[O:17])=[O:16].C(=O)([O-])[O-].[Na+].[Na+].O. (6) Given the product [CH2:1]([N:8]1[C:14](=[O:15])[C:13]2[CH:16]=[C:17]([C:27]3[CH:28]=[CH:29][C:24]([C:23]([F:34])([F:33])[F:22])=[CH:25][CH:26]=3)[CH:18]=[CH:19][C:12]=2[NH:11][C:10](=[O:21])[CH2:9]1)[C:2]1[CH:7]=[CH:6][CH:5]=[CH:4][CH:3]=1, predict the reactants needed to synthesize it. The reactants are: [CH2:1]([N:8]1[C:14](=[O:15])[C:13]2[CH:16]=[C:17](Br)[CH:18]=[CH:19][C:12]=2[NH:11][C:10](=[O:21])[CH2:9]1)[C:2]1[CH:7]=[CH:6][CH:5]=[CH:4][CH:3]=1.[F:22][C:23]([F:34])([F:33])[C:24]1[CH:29]=[CH:28][C:27](B(O)O)=[CH:26][CH:25]=1.C(=O)([O-])[O-].[K+].[K+].O. (7) Given the product [CH3:9][O:8][C:3]1[S:4][C:5]([CH3:7])=[CH:6][C:2]=1[B:10]([OH:15])[OH:11], predict the reactants needed to synthesize it. The reactants are: Br[C:2]1[CH:6]=[C:5]([CH3:7])[S:4][C:3]=1[O:8][CH3:9].[B:10](OC(C)C)([O:15]C(C)C)[O:11]C(C)C.C([Li])CCC.